Dataset: Reaction yield outcomes from USPTO patents with 853,638 reactions. Task: Predict the reaction yield, written as a fraction of the theoretical maximum amount of product (1.0 means a 100% yield; for example, 0.34 means a 34% yield). (1) The reactants are N#N.[Cl-:3].[C:4]1([CH3:12])[CH:9]=[CH:8][C:7]([NH:10][NH3+:11])=[CH:6][CH:5]=1.[CH3:13][C:14]([CH3:21])([CH3:20])[C:15](=O)[CH2:16][C:17]#[N:18].CC(OC)(C)C. The catalyst is CO. The product is [Cl-:3].[C:14]([C:15]1[CH:16]=[C:17]([NH3+:18])[N:10]([C:7]2[CH:8]=[CH:9][C:4]([CH3:12])=[CH:5][CH:6]=2)[N:11]=1)([CH3:21])([CH3:20])[CH3:13]. The yield is 0.940. (2) The reactants are [F:1][C:2]1[CH:7]=[C:6]([O:8][C:9]2[CH:14]=[CH:13][N:12]=[C:11]([NH:15][C:16]([N:18]3[CH2:21][CH:20]([OH:22])[CH2:19]3)=[O:17])[CH:10]=2)[C:5]([F:23])=[CH:4][C:3]=1[NH:24][C:25]([C:27]1([C:30]([NH:32][C:33]2[CH:38]=[CH:37][C:36]([F:39])=[CH:35][CH:34]=2)=[O:31])[CH2:29][CH2:28]1)=[O:26].Cl.[CH3:41][N:42]([CH3:47])[CH2:43][C:44](O)=[O:45].C(N(CC)CC)C.CN([P+](ON1N=NC2C=CC=CC1=2)(N(C)C)N(C)C)C.F[P-](F)(F)(F)(F)F. The catalyst is CN(C)C=O. The product is [F:1][C:2]1[CH:7]=[C:6]([O:8][C:9]2[CH:14]=[CH:13][N:12]=[C:11]([NH:15][C:16]([N:18]3[CH2:19][CH:20]([O:22][C:44](=[O:45])[CH2:43][N:42]([CH3:47])[CH3:41])[CH2:21]3)=[O:17])[CH:10]=2)[C:5]([F:23])=[CH:4][C:3]=1[NH:24][C:25]([C:27]1([C:30]([NH:32][C:33]2[CH:34]=[CH:35][C:36]([F:39])=[CH:37][CH:38]=2)=[O:31])[CH2:28][CH2:29]1)=[O:26]. The yield is 0.470. (3) The catalyst is C1COCC1. The product is [CH2:36]([N:40]([CH2:45][CH2:46][CH2:47][CH3:48])[CH2:41][CH2:42][CH2:43][NH:44][C:16]1[N:17]=[C:18]([C:19]2[CH:20]=[C:21]([CH:28]=[CH:29][C:30]=2[CH3:31])[C:22]([NH:24][CH:25]([CH3:27])[CH3:26])=[O:23])[C:13]2[CH2:12][NH:11][C:10](=[O:35])[N:9]([C:3]3[C:2]([F:1])=[CH:7][CH:6]=[CH:5][C:4]=3[F:8])[C:14]=2[N:15]=1)[CH2:37][CH2:38][CH3:39]. The reactants are [F:1][C:2]1[CH:7]=[CH:6][CH:5]=[C:4]([F:8])[C:3]=1[N:9]1[C:14]2[N:15]=[C:16](S(C)=O)[N:17]=[C:18]([C:19]3[CH:20]=[C:21]([CH:28]=[CH:29][C:30]=3[CH3:31])[C:22]([NH:24][CH:25]([CH3:27])[CH3:26])=[O:23])[C:13]=2[CH2:12][NH:11][C:10]1=[O:35].[CH2:36]([N:40]([CH2:45][CH2:46][CH2:47][CH3:48])[CH2:41][CH2:42][CH2:43][NH2:44])[CH2:37][CH2:38][CH3:39]. The yield is 0.960. (4) The reactants are [Cl:1][C:2]1[C:10]2[O:9][CH2:8][O:7][C:6]=2[CH:5]=[C:4]([CH2:11]Cl)[CH:3]=1.[C-:13]#[N:14].[Na+].O. The catalyst is CS(C)=O. The product is [Cl:1][C:2]1[C:10]2[O:9][CH2:8][O:7][C:6]=2[CH:5]=[C:4]([CH2:11][C:13]#[N:14])[CH:3]=1. The yield is 0.580. (5) The reactants are [NH2:1][C@@H:2]([C:7]1[CH:16]=[CH:15][C:14]2[C:9](=[CH:10][CH:11]=[CH:12][CH:13]=2)[CH:8]=1)[C:3]([CH3:6])([OH:5])[CH3:4].C([N:19]([CH2:22][CH3:23])CC)C.[CH3:24][C:25]([CH3:32])([C:29](Cl)=[O:30])[C:26](Cl)=[O:27].[Cl-].[NH4+]. The catalyst is ClCCl. The product is [CH:8]1[C:9]2[C:14](=[CH:13][CH:12]=[CH:11][CH:10]=2)[CH:15]=[CH:16][C:7]=1[C@H:2]([NH:1][C:26](=[O:27])[C:25]([CH3:32])([CH3:24])[C:29]([NH:19][C@@H:22]([C:23]1[CH:7]=[CH:8][C:9]2[C:14](=[CH:13][CH:12]=[CH:11][CH:10]=2)[CH:15]=1)[C:3]([CH3:2])([OH:5])[CH3:4])=[O:30])[C:3]([OH:5])([CH3:6])[CH3:4]. The yield is 1.00. (6) The reactants are C(OC(=O)[NH:7][CH:8]1[CH2:13][CH2:12][CH:11]([CH2:14][NH:15][C:16]2[C:21]([C:22]#[C:23][C:24]3[CH:29]=[CH:28][CH:27]=[CH:26][CH:25]=3)=[CH:20][N:19]=[C:18]([NH:30][CH2:31][C:32]3[CH:37]=[CH:36][CH:35]=[CH:34][C:33]=3[O:38][C:39]([F:42])([F:41])[F:40])[N:17]=2)[CH2:10][CH2:9]1)(C)(C)C.C(O)(C(F)(F)F)=O. The catalyst is C(Cl)Cl. The product is [NH2:7][C@H:8]1[CH2:13][CH2:12][C@H:11]([CH2:14][NH:15][C:16]2[C:21]([C:22]#[C:23][C:24]3[CH:29]=[CH:28][CH:27]=[CH:26][CH:25]=3)=[CH:20][N:19]=[C:18]([NH:30][CH2:31][C:32]3[CH:37]=[CH:36][CH:35]=[CH:34][C:33]=3[O:38][C:39]([F:41])([F:42])[F:40])[N:17]=2)[CH2:10][CH2:9]1. The yield is 0.570. (7) The reactants are [CH3:1][O:2][C:3](/[CH:5]=[CH:6]/[C:7]([O:9][CH2:10][C:11]([OH:13])=O)=[O:8])=[O:4].Cl.CN(C)CCCN=C=NCC.[CH3:26][N:27]1[CH2:32][CH2:31][NH:30][CH2:29][CH2:28]1. The catalyst is ClCCl.CN(C1C=CN=CC=1)C. The product is [C:3]([O:2][CH3:1])(=[O:4])/[CH:5]=[CH:6]/[C:7]([O:9][CH2:10][C:11]([N:30]1[CH2:31][CH2:32][N:27]([CH3:26])[CH2:28][CH2:29]1)=[O:13])=[O:8]. The yield is 0.130. (8) The reactants are C[O:2][C:3](=O)[C:4]1[CH:9]=[CH:8][C:7]([N:10]2[C:17](=[S:18])[N:16]([C:19]3[CH:24]=[CH:23][C:22]([C:25]#[N:26])=[C:21]([C:27]([F:30])([F:29])[F:28])[CH:20]=3)[C:15](=[O:31])[C:11]32[CH2:14][CH2:13][CH2:12]3)=[CH:6][CH:5]=1.[CH3:33][NH2:34]. No catalyst specified. The product is [CH3:33][NH:34][C:3](=[O:2])[C:4]1[CH:9]=[CH:8][C:7]([N:10]2[C:17](=[S:18])[N:16]([C:19]3[CH:24]=[CH:23][C:22]([C:25]#[N:26])=[C:21]([C:27]([F:29])([F:30])[F:28])[CH:20]=3)[C:15](=[O:31])[C:11]32[CH2:12][CH2:13][CH2:14]3)=[CH:6][CH:5]=1. The yield is 0.840. (9) The reactants are Cl[C:2]1[C:11]2[C:6](=[CH:7][CH:8]=[C:9]([NH:12][S:13]([CH3:16])(=[O:15])=[O:14])[CH:10]=2)[CH:5]=[N:4][CH:3]=1.Br[C:18]1[CH:23]=[CH:22][C:21]([C:24]2[CH:25]=[N:26][N:27]([CH2:29][C:30]([CH3:33])([OH:32])[CH3:31])[CH:28]=2)=[CH:20][CH:19]=1.[O-]P([O-])([O-])=O.[K+].[K+].[K+]. The catalyst is O1CCOCC1.O.CCOCC. The product is [OH:32][C:30]([CH3:33])([CH3:31])[CH2:29][N:27]1[CH:28]=[C:24]([C:21]2[CH:22]=[CH:23][C:18]([C:2]3[C:11]4[C:6](=[CH:7][CH:8]=[C:9]([NH:12][S:13]([CH3:16])(=[O:15])=[O:14])[CH:10]=4)[CH:5]=[N:4][CH:3]=3)=[CH:19][CH:20]=2)[CH:25]=[N:26]1. The yield is 0.120.